Dataset: Full USPTO retrosynthesis dataset with 1.9M reactions from patents (1976-2016). Task: Predict the reactants needed to synthesize the given product. (1) Given the product [CH2:25]([O:18][C:15]1[CH:16]=[CH:17][C:12]([S:11][C:3]2[CH:4]=[CH:5][C:6]([N+:8]([O-:10])=[O:9])=[CH:7][C:2]=2[NH2:1])=[CH:13][CH:14]=1)[C:26]1[CH:31]=[CH:30][CH:29]=[CH:28][CH:27]=1, predict the reactants needed to synthesize it. The reactants are: [NH2:1][C:2]1[CH:7]=[C:6]([N+:8]([O-:10])=[O:9])[CH:5]=[CH:4][C:3]=1[S:11][C:12]1[CH:17]=[CH:16][C:15]([OH:18])=[CH:14][CH:13]=1.C(=O)([O-])[O-].[Cs+].[Cs+].[CH2:25](Br)[C:26]1[CH:31]=[CH:30][CH:29]=[CH:28][CH:27]=1.C(OCC)(=O)C. (2) The reactants are: [CH:1]1([CH2:7][N:8]2[C:12]3[CH:13]=[CH:14][C:15]([C:17]#N)=[CH:16][C:11]=3[N:10]=[C:9]2[C:19]([CH3:23])([CH3:22])[CH2:20][CH3:21])[CH2:6][CH2:5][CH2:4][CH2:3][CH2:2]1.[OH-:24].[K+].C(O)C.[OH2:29]. Given the product [CH:1]1([CH2:7][N:8]2[C:12]3[CH:13]=[CH:14][C:15]([C:17]([OH:29])=[O:24])=[CH:16][C:11]=3[N:10]=[C:9]2[C:19]([CH3:23])([CH3:22])[CH2:20][CH3:21])[CH2:6][CH2:5][CH2:4][CH2:3][CH2:2]1, predict the reactants needed to synthesize it. (3) Given the product [C:1]([O:5][C:6]([N:8]1[CH2:9][CH2:10][C:11]([C:20]([O:22][CH3:25])=[O:21])([C:14]2[CH:19]=[CH:18][CH:17]=[CH:16][CH:15]=2)[CH2:12][CH2:13]1)=[O:7])([CH3:4])([CH3:2])[CH3:3], predict the reactants needed to synthesize it. The reactants are: [C:1]([O:5][C:6]([N:8]1[CH2:13][CH2:12][C:11]([C:20]([OH:22])=[O:21])([C:14]2[CH:19]=[CH:18][CH:17]=[CH:16][CH:15]=2)[CH2:10][CH2:9]1)=[O:7])([CH3:4])([CH3:3])[CH3:2].CO.[C:25](=O)([O-])O.[Na+]. (4) Given the product [CH2:33]([O:36][C:37](=[O:38])[C@@H:39]([N:40]([CH3:41])[C:44]([C:46]1[N:54]2[C:49]([CH2:50][O:51][CH2:52][CH2:53]2)=[C:48]([C:55](=[O:66])[NH:56][C@@H:57]([C:60]2[CH:61]=[CH:62][CH:63]=[CH:64][CH:65]=2)[CH2:58][CH3:59])[CH:47]=1)=[O:45])[CH3:43])[CH3:34], predict the reactants needed to synthesize it. The reactants are: COC(C1CCCN1C(C1N2C(COCC2)=C(C(=O)N[C@@H](C2C=CC=CC=2)CC)C=1)=O)=O.[CH:33]([O:36][C:37]([CH:39]1[CH2:43]C[CH2:41][N:40]1[C:44]([C:46]1[N:54]2[C:49]([CH2:50][O:51][CH2:52][CH2:53]2)=[C:48]([C:55](=[O:66])[NH:56][C@@H:57]([C:60]2[CH:65]=[CH:64][CH:63]=[CH:62][CH:61]=2)[CH2:58][CH3:59])[CH:47]=1)=[O:45])=[O:38])(C)[CH3:34].C(O)(C)C. (5) Given the product [CH3:36][NH:33][C:34]([NH:1][C:2]1[CH:3]=[CH:4][C:5]([NH:8][C:9]2[CH:18]=[CH:17][N:16]=[C:15]3[C:10]=2[C:11]2[CH:23]=[CH:22][CH:21]=[CH:20][C:12]=2[C:13](=[O:19])[NH:14]3)=[CH:6][CH:7]=1)=[O:35], predict the reactants needed to synthesize it. The reactants are: [NH2:1][C:2]1[CH:7]=[CH:6][C:5]([NH:8][C:9]2[CH:18]=[CH:17][N:16]=[C:15]3[C:10]=2[C:11]2[CH:23]=[CH:22][CH:21]=[CH:20][C:12]=2[C:13](=[O:19])[NH:14]3)=[CH:4][CH:3]=1.CCN(C(C)C)C(C)C.[N:33]([CH3:36])=[C:34]=[O:35]. (6) Given the product [CH3:9][O:10][C:11](=[O:37])[C:12]1[CH:17]=[CH:16][CH:15]=[C:14]([CH2:18][N:19]2[C:30]3[C:31](=[CH:32][C:33]([F:36])=[CH:34][CH:35]=3)/[C:21](=[C:22](\[C:5]3[CH:6]=[CH:7][C:2]([Cl:1])=[CH:3][CH:4]=3)/[C:23]3[CH:28]=[CH:27][CH:26]=[CH:25][CH:24]=3)/[C:20]2=[O:29])[CH:13]=1, predict the reactants needed to synthesize it. The reactants are: [Cl:1][C:2]1[CH:7]=[CH:6][C:5](I)=[CH:4][CH:3]=1.[CH3:9][O:10][C:11](=[O:37])[C:12]1[CH:17]=[CH:16][CH:15]=[C:14]([CH2:18][N:19]([C:30]2[CH:35]=[CH:34][C:33]([F:36])=[CH:32][CH:31]=2)[C:20](=[O:29])[C:21]#[C:22][C:23]2[CH:28]=[CH:27][CH:26]=[CH:25][CH:24]=2)[CH:13]=1. (7) Given the product [O:33]=[C:12]1[C:11]2[C:10]([C:20]#[N:21])=[C:9]([N:22]3[CH2:23][CH2:24][CH2:25][CH2:26][CH2:27]3)[CH:8]=[C:7]([C:1]3[CH:6]=[CH:5][CH:4]=[CH:3][CH:2]=3)[C:19]=2[C:18]2[C:13]1=[CH:14][CH:15]=[CH:16][CH:17]=2, predict the reactants needed to synthesize it. The reactants are: [C:1]1([C:7]2[C:19]3[C:18]4[C:13](=[CH:14][CH:15]=[CH:16][CH:17]=4)[CH2:12][C:11]=3[C:10]([C:20]#[N:21])=[C:9]([N:22]3[CH2:27][CH2:26][CH2:25][CH2:24][CH2:23]3)[CH:8]=2)[CH:6]=[CH:5][CH:4]=[CH:3][CH:2]=1.[H-].[Na+].C1C[O:33]CC1. (8) Given the product [CH2:1]([N:3]1[CH2:20][CH:19]([C:21]2[CH:26]=[CH:25][CH:24]=[CH:23][CH:22]=2)[O:18][C:5]2([CH2:10][CH2:9][NH:8][CH2:7][CH2:6]2)[CH2:4]1)[CH3:2], predict the reactants needed to synthesize it. The reactants are: [CH2:1]([N:3]1[CH2:20][CH:19]([C:21]2[CH:26]=[CH:25][CH:24]=[CH:23][CH:22]=2)[O:18][C:5]2([CH2:10][CH2:9][N:8](C(OC(C)(C)C)=O)[CH2:7][CH2:6]2)[CH2:4]1)[CH3:2].FC(F)(F)C(O)=O. (9) Given the product [NH2:8][C:7]1[C:6]([F:11])=[CH:5][C:4]([CH2:12][CH2:13][OH:14])=[CH:3][C:2]=1[F:1], predict the reactants needed to synthesize it. The reactants are: [F:1][C:2]1[CH:3]=[C:4]([CH2:12][CH2:13][OH:14])[CH:5]=[C:6]([F:11])[C:7]=1[N+:8]([O-])=O. (10) The reactants are: CCC(C)[BH-](C(C)CC)C(C)CC.[Li+].[C:15]1([CH2:21][O:22][C:23]([C@:25]2([NH:42][C:43]([O:45][C:46]([CH3:49])([CH3:48])[CH3:47])=[O:44])[CH2:30][C:29](=[O:31])[C@@H:28]3[C@H:26]2[C@H:27]3[C:32]([O:34][CH2:35][C:36]2[CH:41]=[CH:40][CH:39]=[CH:38][CH:37]=2)=[O:33])=[O:24])[CH:20]=[CH:19][CH:18]=[CH:17][CH:16]=1. Given the product [CH2:21]([O:22][C:23]([C@:25]1([NH:42][C:43]([O:45][C:46]([CH3:49])([CH3:48])[CH3:47])=[O:44])[CH2:30][C@H:29]([OH:31])[C@@H:28]2[C@H:26]1[C@H:27]2[C:32]([O:34][CH2:35][C:36]1[CH:41]=[CH:40][CH:39]=[CH:38][CH:37]=1)=[O:33])=[O:24])[C:15]1[CH:16]=[CH:17][CH:18]=[CH:19][CH:20]=1, predict the reactants needed to synthesize it.